Task: Predict the product of the given reaction.. Dataset: Forward reaction prediction with 1.9M reactions from USPTO patents (1976-2016) (1) Given the reactants C(OC([N:8]1[CH2:13][CH2:12][C:11]2[N:14]([CH2:27][CH2:28][CH2:29][N:30]3[CH2:35][CH2:34][N:33]([C:36]4[C:41]([NH:42][S:43]([CH3:46])(=[O:45])=[O:44])=[CH:40][CH:39]=[CH:38][C:37]=4[Cl:47])[CH2:32][CH2:31]3)[N:15]=[C:16]([C:17]3[CH:22]=[CH:21][C:20]([C:23]([F:26])([F:25])[F:24])=[CH:19][CH:18]=3)[C:10]=2[CH2:9]1)=O)(C)(C)C.FC(F)(F)C(O)=O.Cl[S:56]([N:59]=C=O)(=[O:58])=[O:57].CC(O)(C)C, predict the reaction product. The product is: [Cl:47][C:37]1[CH:38]=[CH:39][CH:40]=[C:41]([NH:42][S:43]([CH3:46])(=[O:44])=[O:45])[C:36]=1[N:33]1[CH2:34][CH2:35][N:30]([CH2:29][CH2:28][CH2:27][N:14]2[C:11]3[CH2:12][CH2:13][N:8]([S:56]([NH2:59])(=[O:58])=[O:57])[CH2:9][C:10]=3[C:16]([C:17]3[CH:18]=[CH:19][C:20]([C:23]([F:26])([F:24])[F:25])=[CH:21][CH:22]=3)=[N:15]2)[CH2:31][CH2:32]1. (2) The product is: [Si:23]([O:21][CH2:20][C@@H:19]([OH:22])[CH2:18][CH2:17][C:10]1[CH:11]=[CH:12][CH:13]=[C:14]([O:15][CH3:16])[C:9]=1[OH:8])([C:26]([CH3:29])([CH3:28])[CH3:27])([CH3:25])[CH3:24]. Given the reactants C([O:8][C:9]1[C:14]([O:15][CH3:16])=[CH:13][CH:12]=[CH:11][C:10]=1[CH2:17][CH2:18][C@H:19]([OH:22])[CH2:20][OH:21])C1C=CC=CC=1.[Si:23](Cl)([C:26]([CH3:29])([CH3:28])[CH3:27])([CH3:25])[CH3:24].N1C=CN=C1, predict the reaction product. (3) The product is: [CH:7]([C:6]1[CH:5]=[CH:4][C:3]([O:2][CH3:1])=[CH:12][C:11]=1[C:9]([OH:8])=[O:10])=[O:16]. Given the reactants [CH3:1][O:2][C:3]1[CH:12]=[C:11]2[C:6]([CH2:7][O:8][C:9]2=[O:10])=[CH:5][CH:4]=1.C1C(=O)N(Br)C(=[O:16])C1.CC(N=NC(C#N)(C)C)(C#N)C, predict the reaction product. (4) Given the reactants [F:1][C:2]1[CH:7]=[CH:6][C:5]([F:8])=[CH:4][C:3]=1[CH:9]1[CH2:13][CH2:12][CH2:11][N:10]1[C:14]1[CH:19]=[CH:18][N:17]2[N:20]=[CH:21][C:22]([C:23](O)=[O:24])=[C:16]2[N:15]=1.[C:26]([NH:29][NH2:30])(=[O:28])[CH3:27].CCN(C(C)C)C(C)C.CN(C(ON1N=NC2C=CC=NC1=2)=[N+](C)C)C.F[P-](F)(F)(F)(F)F, predict the reaction product. The product is: [C:26]([NH:29][NH:30][C:23]([C:22]1[CH:21]=[N:20][N:17]2[CH:18]=[CH:19][C:14]([N:10]3[CH2:11][CH2:12][CH2:13][CH:9]3[C:3]3[CH:4]=[C:5]([F:8])[CH:6]=[CH:7][C:2]=3[F:1])=[N:15][C:16]=12)=[O:24])(=[O:28])[CH3:27]. (5) Given the reactants Br[C:2]1[CH:3]=[CH:4][C:5]([F:8])=[N:6][CH:7]=1.[Li]CCCC.[B:14](OC(C)C)([O:19]C(C)C)[O:15]C(C)C.Cl, predict the reaction product. The product is: [B:14]([OH:19])([OH:15])[C:2]1[CH:3]=[CH:4][C:5]([F:8])=[N:6][CH:7]=1. (6) Given the reactants [N:1]1[CH:6]=[CH:5][C:4]([N:7]2[CH2:12][CH2:11][CH:10]([CH2:13]O)[CH2:9][CH2:8]2)=[CH:3][CH:2]=1.[Cl:15][C:16]1[S:20][C:19]([C:21]([NH:23][C:24]2[CH:32]=[CH:31][CH:30]=[C:29]3[C:25]=2[C:26](=[O:34])[NH:27][C:28]3=[O:33])=[O:22])=[CH:18][CH:17]=1.C1(P(C2C=CC=CC=2)C2C=CC=CC=2)C=CC=CC=1.CCOC(/N=N/C(OCC)=O)=O, predict the reaction product. The product is: [Cl:15][C:16]1[S:20][C:19]([C:21]([NH:23][C:24]2[CH:32]=[CH:31][CH:30]=[C:29]3[C:25]=2[C:26](=[O:34])[N:27]([CH2:13][CH:10]2[CH2:9][CH2:8][N:7]([C:4]4[CH:3]=[CH:2][N:1]=[CH:6][CH:5]=4)[CH2:12][CH2:11]2)[C:28]3=[O:33])=[O:22])=[CH:18][CH:17]=1. (7) The product is: [N:3]1[CH:8]=[CH:7][CH:6]=[C:5]([C:9]2([C:12]([OH:14])=[O:13])[CH2:10][CH2:11]2)[N:4]=1. Given the reactants [OH-].[Li+].[N:3]1[CH:8]=[CH:7][CH:6]=[C:5]([C:9]2([C:12]([O:14]CC)=[O:13])[CH2:11][CH2:10]2)[N:4]=1, predict the reaction product.